From a dataset of Caco-2 cell permeability data measuring drug intestinal absorption for ~900 compounds. Regression/Classification. Given a drug SMILES string, predict its absorption, distribution, metabolism, or excretion properties. Task type varies by dataset: regression for continuous measurements (e.g., permeability, clearance, half-life) or binary classification for categorical outcomes (e.g., BBB penetration, CYP inhibition). For this dataset (caco2_wang), we predict Y. The drug is CN1C(=O)CC(N2CCCN(CC/C=C3/c4ccccc4COc4ccc(CC(=O)O)cc43)CC2)N(C)C1=O. The Y is -5.40 log Papp (cm/s).